This data is from Forward reaction prediction with 1.9M reactions from USPTO patents (1976-2016). The task is: Predict the product of the given reaction. (1) Given the reactants [C:1]1([CH:7]([C:19]2[CH:24]=[CH:23][CH:22]=[CH:21][CH:20]=2)[N:8]2[C:16]3[C:11](=[C:12]([F:17])[CH:13]=[CH:14][CH:15]=3)[C:10](I)=[CH:9]2)[CH:6]=[CH:5][CH:4]=[CH:3][CH:2]=1.I([O-])(=O)(=O)=[O:26].[Na+].[OH2:31], predict the reaction product. The product is: [C:1]1([CH:7]([C:19]2[CH:24]=[CH:23][CH:22]=[CH:21][CH:20]=2)[N:8]2[C:16]3[C:11](=[C:12]([F:17])[CH:13]=[CH:14][CH:15]=3)[C:10](=[O:31])[C:9]2=[O:26])[CH:6]=[CH:5][CH:4]=[CH:3][CH:2]=1. (2) Given the reactants C1(C)C=CC(S(O[CH:11]2[CH2:16][CH2:15][N:14]([C:17]3[CH:22]=[CH:21][C:20]([N:23]4[CH2:27][C@H:26]([CH2:28][NH:29][C:30](=[O:32])[CH3:31])[O:25][C:24]4=[O:33])=[CH:19][C:18]=3[F:34])[CH2:13][CH2:12]2)(=O)=O)=CC=1.[S:36]1[CH:40]=[CH:39][CH:38]=[C:37]1[CH2:41][C:42]1[NH:46][N:45]=[N:44][N:43]=1.C([O-])([O-])=O.[K+].[K+], predict the reaction product. The product is: [S:36]1[CH:40]=[CH:39][CH:38]=[C:37]1[CH2:41][C:42]1[N:43]([CH:11]2[CH2:16][CH2:15][N:14]([C:17]3[CH:22]=[CH:21][C:20]([N:23]4[CH2:27][C@H:26]([CH2:28][NH:29][C:30](=[O:32])[CH3:31])[O:25][C:24]4=[O:33])=[CH:19][C:18]=3[F:34])[CH2:13][CH2:12]2)[N:44]=[N:45][N:46]=1. (3) Given the reactants [OH-].[Na+].[CH3:3][C:4]1[CH:5]=[C:6]([NH:10][C:11]2[S:12][C:13]([CH2:22][CH2:23][C:24]([O:26]C)=[O:25])=[C:14]([C:16]3[CH:21]=[CH:20][N:19]=[CH:18][CH:17]=3)[N:15]=2)[CH:7]=[CH:8][CH:9]=1, predict the reaction product. The product is: [CH3:3][C:4]1[CH:5]=[C:6]([NH:10][C:11]2[S:12][C:13]([CH2:22][CH2:23][C:24]([OH:26])=[O:25])=[C:14]([C:16]3[CH:21]=[CH:20][N:19]=[CH:18][CH:17]=3)[N:15]=2)[CH:7]=[CH:8][CH:9]=1. (4) Given the reactants C[O:2][CH:3]1[CH:7]([CH:8]=O)[CH2:6][CH:5](OC)O1.[NH2:12][C:13]1[CH:14]=[N:15][C:16]([C:19]([F:22])([F:21])[F:20])=[CH:17][CH:18]=1, predict the reaction product. The product is: [F:22][C:19]([F:20])([F:21])[C:16]1[N:15]=[CH:14][C:13]([N:12]2[CH:5]=[CH:6][C:7]([CH:3]=[O:2])=[CH:8]2)=[CH:18][CH:17]=1. (5) The product is: [ClH:32].[F:26][C:21]1[CH:20]=[C:19]([CH:24]=[C:23]([F:25])[CH:22]=1)[CH2:18][C@H:2]([NH:1][C:30](=[O:31])[CH2:29][O:28][CH3:27])[C@@H:3]([C@H:5]1[CH2:10][O:9][C@@H:8]([O:11][CH2:12][C:13]([CH3:15])([CH3:16])[CH3:14])[C@H:7]([CH3:17])[NH:6]1)[OH:4]. Given the reactants [NH2:1][C@@H:2]([CH2:18][C:19]1[CH:24]=[C:23]([F:25])[CH:22]=[C:21]([F:26])[CH:20]=1)[C@@H:3]([CH:5]1[CH2:10][O:9][C@@H:8]([O:11][CH2:12][C:13]([CH3:16])([CH3:15])[CH3:14])[C@H:7]([CH3:17])[NH:6]1)[OH:4].[CH3:27][O:28][CH2:29][C:30]([Cl:32])=[O:31], predict the reaction product. (6) Given the reactants [NH:1]1[CH2:6][CH2:5][CH:4]([N:7]2[CH:30]=[C:29]3[C:9]([C:10](=[O:34])[NH:11][CH2:12][CH2:13][CH2:14][CH2:15][CH2:16][CH2:17][N:18]4[CH:33]=[C:21]([C:22]5[N:32]=[C:26]([C:27](=[O:31])[NH:28]3)[CH:25]=[CH:24][CH:23]=5)[CH:20]=[N:19]4)=[N:8]2)[CH2:3][CH2:2]1.C(N(C(C)C)C(C)C)C.Br[CH2:45][CH2:46][OH:47], predict the reaction product. The product is: [OH:47][CH2:46][CH2:45][N:1]1[CH2:6][CH2:5][CH:4]([N:7]2[CH:30]=[C:29]3[C:9]([C:10](=[O:34])[NH:11][CH2:12][CH2:13][CH2:14][CH2:15][CH2:16][CH2:17][N:18]4[CH:33]=[C:21]([C:22]5[N:32]=[C:26]([C:27](=[O:31])[NH:28]3)[CH:25]=[CH:24][CH:23]=5)[CH:20]=[N:19]4)=[N:8]2)[CH2:3][CH2:2]1.